Dataset: NCI-60 drug combinations with 297,098 pairs across 59 cell lines. Task: Regression. Given two drug SMILES strings and cell line genomic features, predict the synergy score measuring deviation from expected non-interaction effect. (1) Drug 1: CCC1=C2CN3C(=CC4=C(C3=O)COC(=O)C4(CC)O)C2=NC5=C1C=C(C=C5)O. Drug 2: C1=NC(=NC(=O)N1C2C(C(C(O2)CO)O)O)N. Cell line: MOLT-4. Synergy scores: CSS=48.5, Synergy_ZIP=-3.81, Synergy_Bliss=-4.36, Synergy_Loewe=-6.23, Synergy_HSA=-1.61. (2) Drug 1: C1CC2CC3=C(CC1C24CN(S(=O)(=O)N4)CC(F)(F)F)C=CC(=C3)C=CCN5CCC(CC5)C(F)(F)F. Synergy scores: CSS=46.1, Synergy_ZIP=-3.21, Synergy_Bliss=-2.45, Synergy_Loewe=-3.78, Synergy_HSA=1.08. Drug 2: CC1CC(C(C(C=C(C(C(C=CC=C(C(=O)NC2=CC(=O)C(=C(C1)C2=O)OC)C)OC)OC(=O)N)C)C)O)OC. Cell line: UACC62. (3) Drug 1: CC12CCC3C(C1CCC2=O)CC(=C)C4=CC(=O)C=CC34C. Drug 2: CC1CCC2CC(C(=CC=CC=CC(CC(C(=O)C(C(C(=CC(C(=O)CC(OC(=O)C3CCCCN3C(=O)C(=O)C1(O2)O)C(C)CC4CCC(C(C4)OC)OCCO)C)C)O)OC)C)C)C)OC. Cell line: TK-10. Synergy scores: CSS=46.4, Synergy_ZIP=-4.53, Synergy_Bliss=-3.56, Synergy_Loewe=-2.44, Synergy_HSA=-1.80. (4) Drug 1: CCC1=CC2CC(C3=C(CN(C2)C1)C4=CC=CC=C4N3)(C5=C(C=C6C(=C5)C78CCN9C7C(C=CC9)(C(C(C8N6C)(C(=O)OC)O)OC(=O)C)CC)OC)C(=O)OC.C(C(C(=O)O)O)(C(=O)O)O. Drug 2: CCC(=C(C1=CC=CC=C1)C2=CC=C(C=C2)OCCN(C)C)C3=CC=CC=C3.C(C(=O)O)C(CC(=O)O)(C(=O)O)O. Cell line: U251. Synergy scores: CSS=43.2, Synergy_ZIP=2.38, Synergy_Bliss=5.43, Synergy_Loewe=-27.1, Synergy_HSA=5.36. (5) Drug 1: CCCS(=O)(=O)NC1=C(C(=C(C=C1)F)C(=O)C2=CNC3=C2C=C(C=N3)C4=CC=C(C=C4)Cl)F. Drug 2: CC1=C2C(C(=O)C3(C(CC4C(C3C(C(C2(C)C)(CC1OC(=O)C(C(C5=CC=CC=C5)NC(=O)OC(C)(C)C)O)O)OC(=O)C6=CC=CC=C6)(CO4)OC(=O)C)OC)C)OC. Cell line: MCF7. Synergy scores: CSS=38.7, Synergy_ZIP=2.71, Synergy_Bliss=1.03, Synergy_Loewe=-23.8, Synergy_HSA=0.243. (6) Drug 1: CN(C)N=NC1=C(NC=N1)C(=O)N. Drug 2: C1=NC(=NC(=O)N1C2C(C(C(O2)CO)O)O)N. Cell line: EKVX. Synergy scores: CSS=-7.33, Synergy_ZIP=0.852, Synergy_Bliss=-2.24, Synergy_Loewe=-5.46, Synergy_HSA=-4.40. (7) Drug 1: CC1=C(N=C(N=C1N)C(CC(=O)N)NCC(C(=O)N)N)C(=O)NC(C(C2=CN=CN2)OC3C(C(C(C(O3)CO)O)O)OC4C(C(C(C(O4)CO)O)OC(=O)N)O)C(=O)NC(C)C(C(C)C(=O)NC(C(C)O)C(=O)NCCC5=NC(=CS5)C6=NC(=CS6)C(=O)NCCC[S+](C)C)O. Drug 2: CC(C)CN1C=NC2=C1C3=CC=CC=C3N=C2N. Cell line: TK-10. Synergy scores: CSS=26.8, Synergy_ZIP=-4.54, Synergy_Bliss=0.0983, Synergy_Loewe=-1.72, Synergy_HSA=-0.500. (8) Synergy scores: CSS=25.4, Synergy_ZIP=-4.33, Synergy_Bliss=7.61, Synergy_Loewe=2.26, Synergy_HSA=5.71. Drug 2: CCC1(CC2CC(C3=C(CCN(C2)C1)C4=CC=CC=C4N3)(C5=C(C=C6C(=C5)C78CCN9C7C(C=CC9)(C(C(C8N6C=O)(C(=O)OC)O)OC(=O)C)CC)OC)C(=O)OC)O.OS(=O)(=O)O. Drug 1: COC1=CC(=CC(=C1O)OC)C2C3C(COC3=O)C(C4=CC5=C(C=C24)OCO5)OC6C(C(C7C(O6)COC(O7)C8=CC=CS8)O)O. Cell line: MALME-3M. (9) Drug 1: C1CN(P(=O)(OC1)NCCCl)CCCl. Drug 2: CC(C)CN1C=NC2=C1C3=CC=CC=C3N=C2N. Cell line: MDA-MB-231. Synergy scores: CSS=-3.38, Synergy_ZIP=-1.66, Synergy_Bliss=-5.51, Synergy_Loewe=-17.7, Synergy_HSA=-9.40. (10) Drug 1: CCCS(=O)(=O)NC1=C(C(=C(C=C1)F)C(=O)C2=CNC3=C2C=C(C=N3)C4=CC=C(C=C4)Cl)F. Drug 2: CC12CCC3C(C1CCC2=O)CC(=C)C4=CC(=O)C=CC34C. Cell line: NCI-H226. Synergy scores: CSS=17.1, Synergy_ZIP=1.70, Synergy_Bliss=6.14, Synergy_Loewe=-0.424, Synergy_HSA=4.71.